Dataset: Peptide-MHC class I binding affinity with 185,985 pairs from IEDB/IMGT. Task: Regression. Given a peptide amino acid sequence and an MHC pseudo amino acid sequence, predict their binding affinity value. This is MHC class I binding data. The peptide sequence is IIFLFILLLC. The MHC is HLA-A02:03 with pseudo-sequence HLA-A02:03. The binding affinity (normalized) is 0.350.